Dataset: NCI-60 drug combinations with 297,098 pairs across 59 cell lines. Task: Regression. Given two drug SMILES strings and cell line genomic features, predict the synergy score measuring deviation from expected non-interaction effect. (1) Drug 1: C1=NC2=C(N1)C(=S)N=C(N2)N. Drug 2: C1C(C(OC1N2C=C(C(=O)NC2=O)F)CO)O. Cell line: NCIH23. Synergy scores: CSS=60.8, Synergy_ZIP=-7.41, Synergy_Bliss=-6.15, Synergy_Loewe=-4.00, Synergy_HSA=-1.68. (2) Drug 2: CS(=O)(=O)CCNCC1=CC=C(O1)C2=CC3=C(C=C2)N=CN=C3NC4=CC(=C(C=C4)OCC5=CC(=CC=C5)F)Cl. Drug 1: CC1=C2C(C(=O)C3(C(CC4C(C3C(C(C2(C)C)(CC1OC(=O)C(C(C5=CC=CC=C5)NC(=O)OC(C)(C)C)O)O)OC(=O)C6=CC=CC=C6)(CO4)OC(=O)C)O)C)O. Synergy scores: CSS=45.6, Synergy_ZIP=22.3, Synergy_Bliss=24.2, Synergy_Loewe=16.4, Synergy_HSA=22.9. Cell line: HCT116. (3) Cell line: PC-3. Synergy scores: CSS=18.7, Synergy_ZIP=-7.29, Synergy_Bliss=-3.78, Synergy_Loewe=-3.37, Synergy_HSA=-1.91. Drug 1: CC(CN1CC(=O)NC(=O)C1)N2CC(=O)NC(=O)C2. Drug 2: CNC(=O)C1=NC=CC(=C1)OC2=CC=C(C=C2)NC(=O)NC3=CC(=C(C=C3)Cl)C(F)(F)F. (4) Drug 1: C1=CC(=CC=C1CCCC(=O)O)N(CCCl)CCCl. Drug 2: CC(C1=C(C=CC(=C1Cl)F)Cl)OC2=C(N=CC(=C2)C3=CN(N=C3)C4CCNCC4)N. Cell line: NCI-H226. Synergy scores: CSS=18.3, Synergy_ZIP=-0.917, Synergy_Bliss=4.25, Synergy_Loewe=2.13, Synergy_HSA=4.06. (5) Drug 1: CC(C1=C(C=CC(=C1Cl)F)Cl)OC2=C(N=CC(=C2)C3=CN(N=C3)C4CCNCC4)N. Drug 2: CCC(=C(C1=CC=CC=C1)C2=CC=C(C=C2)OCCN(C)C)C3=CC=CC=C3.C(C(=O)O)C(CC(=O)O)(C(=O)O)O. Cell line: SN12C. Synergy scores: CSS=8.73, Synergy_ZIP=-2.35, Synergy_Bliss=0.983, Synergy_Loewe=0.797, Synergy_HSA=1.82. (6) Drug 1: CC1=C(C=C(C=C1)C(=O)NC2=CC(=CC(=C2)C(F)(F)F)N3C=C(N=C3)C)NC4=NC=CC(=N4)C5=CN=CC=C5. Drug 2: CCC1=C2CN3C(=CC4=C(C3=O)COC(=O)C4(CC)O)C2=NC5=C1C=C(C=C5)O. Cell line: OVCAR3. Synergy scores: CSS=8.68, Synergy_ZIP=-1.30, Synergy_Bliss=6.49, Synergy_Loewe=-17.6, Synergy_HSA=-3.64. (7) Drug 1: CCC1=CC2CC(C3=C(CN(C2)C1)C4=CC=CC=C4N3)(C5=C(C=C6C(=C5)C78CCN9C7C(C=CC9)(C(C(C8N6C)(C(=O)OC)O)OC(=O)C)CC)OC)C(=O)OC.C(C(C(=O)O)O)(C(=O)O)O. Drug 2: C1CNP(=O)(OC1)N(CCCl)CCCl. Cell line: HS 578T. Synergy scores: CSS=61.5, Synergy_ZIP=0.235, Synergy_Bliss=2.68, Synergy_Loewe=-65.2, Synergy_HSA=2.88. (8) Drug 1: CN(CC1=CN=C2C(=N1)C(=NC(=N2)N)N)C3=CC=C(C=C3)C(=O)NC(CCC(=O)O)C(=O)O. Drug 2: CC1C(C(CC(O1)OC2CC(CC3=C2C(=C4C(=C3O)C(=O)C5=CC=CC=C5C4=O)O)(C(=O)C)O)N)O. Cell line: HCT116. Synergy scores: CSS=52.2, Synergy_ZIP=-13.9, Synergy_Bliss=-32.2, Synergy_Loewe=18.4, Synergy_HSA=-26.6. (9) Drug 1: C1CCC(C1)C(CC#N)N2C=C(C=N2)C3=C4C=CNC4=NC=N3. Drug 2: CC12CCC3C(C1CCC2=O)CC(=C)C4=CC(=O)C=CC34C. Cell line: HS 578T. Synergy scores: CSS=12.7, Synergy_ZIP=1.26, Synergy_Bliss=0.847, Synergy_Loewe=-21.7, Synergy_HSA=-3.42.